Dataset: Forward reaction prediction with 1.9M reactions from USPTO patents (1976-2016). Task: Predict the product of the given reaction. Given the reactants [C:1]1([CH:7]([CH3:17])[CH2:8][C:9]([C:13]([F:16])([F:15])[F:14])([OH:12])[CH2:10][OH:11])[CH:6]=[CH:5][CH:4]=[CH:3][CH:2]=1.[C:18]1([CH3:28])[CH:23]=[CH:22][C:21]([S:24](Cl)(=[O:26])=[O:25])=[CH:20][CH:19]=1, predict the reaction product. The product is: [OH:12][C:9]([C:13]([F:14])([F:15])[F:16])([CH2:8][CH:7]([C:1]1[CH:2]=[CH:3][CH:4]=[CH:5][CH:6]=1)[CH3:17])[CH2:10][O:11][S:24]([C:21]1[CH:22]=[CH:23][C:18]([CH3:28])=[CH:19][CH:20]=1)(=[O:26])=[O:25].